This data is from NCI-60 drug combinations with 297,098 pairs across 59 cell lines. The task is: Regression. Given two drug SMILES strings and cell line genomic features, predict the synergy score measuring deviation from expected non-interaction effect. (1) Drug 1: CCC1(CC2CC(C3=C(CCN(C2)C1)C4=CC=CC=C4N3)(C5=C(C=C6C(=C5)C78CCN9C7C(C=CC9)(C(C(C8N6C=O)(C(=O)OC)O)OC(=O)C)CC)OC)C(=O)OC)O.OS(=O)(=O)O. Drug 2: COC1=NC(=NC2=C1N=CN2C3C(C(C(O3)CO)O)O)N. Cell line: COLO 205. Synergy scores: CSS=4.36, Synergy_ZIP=-1.46, Synergy_Bliss=-1.21, Synergy_Loewe=-3.89, Synergy_HSA=-2.26. (2) Drug 1: CC12CCC3C(C1CCC2=O)CC(=C)C4=CC(=O)C=CC34C. Drug 2: CC1=C(C(CCC1)(C)C)C=CC(=CC=CC(=CC(=O)O)C)C. Cell line: SF-295. Synergy scores: CSS=33.3, Synergy_ZIP=-1.54, Synergy_Bliss=-3.76, Synergy_Loewe=-2.98, Synergy_HSA=-2.49. (3) Drug 1: CC=C1C(=O)NC(C(=O)OC2CC(=O)NC(C(=O)NC(CSSCCC=C2)C(=O)N1)C(C)C)C(C)C. Drug 2: C(=O)(N)NO. Cell line: U251. Synergy scores: CSS=68.0, Synergy_ZIP=-1.37, Synergy_Bliss=-2.16, Synergy_Loewe=-63.6, Synergy_HSA=-3.21.